Task: Binary Classification. Given a drug SMILES string, predict its activity (active/inactive) in a high-throughput screening assay against a specified biological target.. Dataset: HIV replication inhibition screening data with 41,000+ compounds from the AIDS Antiviral Screen (1) The molecule is O=S(=O)(Nc1nc2ccccc2n1S(=O)(=O)c1ccccc1)c1ccccc1. The result is 1 (active). (2) The compound is O=C(NC1C=Nc2ccc(Cl)cc2NC1=O)c1ccccc1Cl. The result is 0 (inactive). (3) The compound is COC(=O)CN(CC(=O)NCCCBr)C1CCCCC1N(CC(=O)OC)CC(=O)OC. The result is 0 (inactive). (4) The drug is S=c1sc(-c2ccc(Cl)cc2)nn1CSc1nc2ccccc2o1. The result is 0 (inactive). (5) The molecule is Cc1ccc(SC2C(C)(C)N(C(C)C)P2(=O)N(C(C)C)C(C)C)cc1. The result is 0 (inactive).